From a dataset of Full USPTO retrosynthesis dataset with 1.9M reactions from patents (1976-2016). Predict the reactants needed to synthesize the given product. Given the product [CH:21]1([N:20]2[C:18]([CH3:19])=[C:12]([C:13]([O:15][CH2:16][CH3:17])=[O:14])[N:11]=[C:8]2[CH3:9])[CH2:25][CH2:24][CH2:23][CH2:22]1, predict the reactants needed to synthesize it. The reactants are: S([O-])([O-])(=O)=O.[NH4+].[NH4+].[C:8]([NH:11]/[C:12](=[C:18](/[NH:20][CH:21]1[CH2:25][CH2:24][CH2:23][CH2:22]1)\[CH3:19])/[C:13]([O:15][CH2:16][CH3:17])=[O:14])(=O)[CH3:9].C[Si](C)(C)N[Si](C)(C)C.